Dataset: Full USPTO retrosynthesis dataset with 1.9M reactions from patents (1976-2016). Task: Predict the reactants needed to synthesize the given product. (1) Given the product [CH2:1]([C@@:4]1([C:20]2[CH:25]=[CH:24][C:23]([F:26])=[CH:22][CH:21]=2)[O:9][C:8](=[O:10])[N:7]([C@H:11]([C:13]2[CH:18]=[CH:17][C:16]([CH:27]3[CH2:29][CH2:28]3)=[CH:15][CH:14]=2)[CH3:12])[CH2:6][CH2:5]1)[CH:2]=[CH2:3], predict the reactants needed to synthesize it. The reactants are: [CH2:1]([C@@:4]1([C:20]2[CH:25]=[CH:24][C:23]([F:26])=[CH:22][CH:21]=2)[O:9][C:8](=[O:10])[N:7]([C@H:11]([C:13]2[CH:18]=[CH:17][C:16](Br)=[CH:15][CH:14]=2)[CH3:12])[CH2:6][CH2:5]1)[CH:2]=[CH2:3].[CH:27]1(B(O)O)[CH2:29][CH2:28]1.C1(P(C2CCCCC2)C2CCCCC2)CCCCC1.[O-]P([O-])([O-])=O.[K+].[K+].[K+]. (2) The reactants are: Cl[C:2]1[N:7]=[C:6]([C:8]([NH2:10])=[O:9])[CH:5]=[CH:4][N:3]=1.C(=O)([O-])[O-].[K+].[K+].[NH:17]1[CH2:22][CH2:21][NH:20][CH2:19][CH2:18]1. Given the product [N:17]1([C:2]2[N:7]=[C:6]([C:8]([NH2:10])=[O:9])[CH:5]=[CH:4][N:3]=2)[CH2:22][CH2:21][NH:20][CH2:19][CH2:18]1, predict the reactants needed to synthesize it.